Dataset: Full USPTO retrosynthesis dataset with 1.9M reactions from patents (1976-2016). Task: Predict the reactants needed to synthesize the given product. (1) Given the product [NH2:11][C:12]([C:15]1[CH:20]=[CH:19][C:18]([CH2:21][NH:22][C:23](=[O:25])[CH3:24])=[CH:17][CH:16]=1)([CH3:13])[CH3:14], predict the reactants needed to synthesize it. The reactants are: C(OC([NH:11][C:12]([C:15]1[CH:20]=[CH:19][C:18]([CH2:21][NH:22][C:23](=[O:25])[CH3:24])=[CH:17][CH:16]=1)([CH3:14])[CH3:13])=O)C1C=CC=CC=1.[H][H]. (2) Given the product [P:37]([OH:59])([O:38][CH2:39][CH2:40][CH2:41][O:42][CH2:43][CH2:44][CH2:45][CH2:46][CH2:47][CH2:48][CH2:49][CH2:50][CH2:51][CH2:52][CH2:53][CH2:54][CH2:55][CH2:56][CH2:57][CH3:58])([O:9][CH2:8][CH:5]1[CH:6]([OH:7])[C@@H:2]([OH:1])[C@H:3]([N:10]2[C:14]3[N:15]=[CH:16][N:17]=[C:18]([NH:19][CH2:20][CH2:21][CH:22]([CH3:23])[CH3:24])[C:13]=3[C:12]([C:25]#[N:26])=[CH:11]2)[O:4]1)=[O:65], predict the reactants needed to synthesize it. The reactants are: [OH:1][C@@H:2]1[CH:6]([OH:7])[CH:5]([CH2:8][OH:9])[O:4][C@H:3]1[N:10]1[C:14]2[N:15]=[CH:16][N:17]=[C:18]([NH:19][CH2:20][CH2:21][CH:22]([CH3:24])[CH3:23])[C:13]=2[C:12]([C:25]#[N:26])=[CH:11]1.[Li+].C[Si]([N-][Si](C)(C)C)(C)C.[P:37](Cl)(Cl)(=[O:59])[O:38][CH2:39][CH2:40][CH2:41][O:42][CH2:43][CH2:44][CH2:45][CH2:46][CH2:47][CH2:48][CH2:49][CH2:50][CH2:51][CH2:52][CH2:53][CH2:54][CH2:55][CH2:56][CH2:57][CH3:58].C1C[O:65]CC1. (3) Given the product [Cl:1][C:2]1[CH:3]=[C:4]([CH:18]=[C:19]([F:23])[C:20]=1[OH:21])[C:5]([N:7]1[C:11]2[CH:12]=[CH:13][CH:14]=[CH:15][C:10]=2[S:9](=[O:16])(=[O:17])[CH2:8]1)=[O:6], predict the reactants needed to synthesize it. The reactants are: [Cl:1][C:2]1[CH:3]=[C:4]([CH:18]=[C:19]([F:23])[C:20]=1[O:21]C)[C:5]([N:7]1[C:11]2[CH:12]=[CH:13][CH:14]=[CH:15][C:10]=2[S:9](=[O:17])(=[O:16])[CH2:8]1)=[O:6].[Cl-].[Li+].Cl. (4) Given the product [CH2:1]([O:3][C:4]([C:6]1[N:7]=[C:8]([C:22]2[CH:23]=[CH:24][C:25]([Cl:28])=[CH:26][CH:27]=2)[N:9]([C:15]2[CH:20]=[CH:19][CH:18]=[CH:17][C:16]=2[Cl:21])[C:10]=1[CH2:11][CH:12]=[O:13])=[O:5])[CH3:2], predict the reactants needed to synthesize it. The reactants are: [CH2:1]([O:3][C:4]([C:6]1[N:7]=[C:8]([C:22]2[CH:27]=[CH:26][C:25]([Cl:28])=[CH:24][CH:23]=2)[N:9]([C:15]2[CH:20]=[CH:19][CH:18]=[CH:17][C:16]=2[Cl:21])[C:10]=1[CH:11]=[CH:12][O:13]C)=[O:5])[CH3:2].OS(O)(=O)=O.C([O-])([O-])=O.[K+].[K+].